Task: Predict the product of the given reaction.. Dataset: Forward reaction prediction with 1.9M reactions from USPTO patents (1976-2016) Given the reactants [Br:1][C:2]1[C:3](I)=[C:4]2[C:9](=[CH:10][CH:11]=1)[C:8](=[O:12])[O:7][CH2:6][CH2:5]2.F[C:15](OB([O-])[O-])(F)F.[K+].[K+].C(=O)([O-])[O-].[Cs+].[Cs+].C1COCC1, predict the reaction product. The product is: [Br:1][C:2]1[C:3]([CH3:15])=[C:4]2[C:9](=[CH:10][CH:11]=1)[C:8](=[O:12])[O:7][CH2:6][CH2:5]2.